This data is from Forward reaction prediction with 1.9M reactions from USPTO patents (1976-2016). The task is: Predict the product of the given reaction. (1) Given the reactants O=[C:2]1[C:7]([C:8]([O:10][CH3:11])=[O:9])=[CH:6][CH:5]=[CH:4][O:3]1.[CH3:12][CH:13]([C:15]1[CH:21]=[CH:20][CH:19]=[CH:18][C:16]=1[NH2:17])[CH3:14].Cl.C(N=C=NCCCN(C)C)C, predict the reaction product. The product is: [CH3:12][CH:13]([C:15]1[CH:21]=[CH:20][CH:19]=[CH:18][C:16]=1[N:17]1[CH:4]=[CH:5][CH:6]=[C:7]([C:8]([O:10][CH3:11])=[O:9])[C:2]1=[O:3])[CH3:14]. (2) Given the reactants [N-:1]=[N+:2]=[N-:3].[Na+].[C:5]([O:11][CH2:12][C@H:13]1[CH2:18][C@@H:17]([O:19][Si:20]([C:33]([CH3:36])([CH3:35])[CH3:34])([C:27]2[CH:32]=[CH:31][CH:30]=[CH:29][CH:28]=2)[C:21]2[CH:26]=[CH:25][CH:24]=[CH:23][CH:22]=2)[CH2:16][CH2:15][C@@:14]1([C@H:38]1[CH2:46][CH2:45][C@@:44]2([CH3:47])[C@@H:40]([CH2:41][CH2:42][C@@:43]2([OH:54])[C:48]2[CH:53]=[CH:52][CH:51]=[CH:50][CH:49]=2)[C@@H:39]1[CH2:55]OS(C)(=O)=O)[CH3:37])(=[O:10])[C:6]([CH3:9])([CH3:8])[CH3:7], predict the reaction product. The product is: [C:5]([O:11][CH2:12][C@H:13]1[CH2:18][C@@H:17]([O:19][Si:20]([C:33]([CH3:36])([CH3:35])[CH3:34])([C:27]2[CH:32]=[CH:31][CH:30]=[CH:29][CH:28]=2)[C:21]2[CH:22]=[CH:23][CH:24]=[CH:25][CH:26]=2)[CH2:16][CH2:15][C@@:14]1([C@H:38]1[CH2:46][CH2:45][C@@:44]2([CH3:47])[C@@H:40]([CH2:41][CH2:42][C@@:43]2([OH:54])[C:48]2[CH:49]=[CH:50][CH:51]=[CH:52][CH:53]=2)[C@@H:39]1[CH2:55][N:1]=[N+:2]=[N-:3])[CH3:37])(=[O:10])[C:6]([CH3:7])([CH3:8])[CH3:9]. (3) Given the reactants Cl.[CH3:2][O:3][C:4]1[CH:9]=[CH:8][C:7]([NH:10]N)=[CH:6][CH:5]=1.[CH2:12]([O:14][C:15](=[O:25])[CH2:16][C:17](=O)[CH2:18][S:19][C:20]([CH3:23])([CH3:22])[CH3:21])[CH3:13].C(O)(=O)C, predict the reaction product. The product is: [CH2:12]([O:14][C:15](=[O:25])[CH2:16][C:17]1[NH:10][C:7]2[C:8]([C:18]=1[S:19][C:20]([CH3:23])([CH3:22])[CH3:21])=[CH:9][C:4]([O:3][CH3:2])=[CH:5][CH:6]=2)[CH3:13]. (4) Given the reactants [F:1][C:2]1[CH:3]=[C:4]2[C:9](=[CH:10][C:11]=1[F:12])[NH:8][CH:7]=[C:6]([C:13]#[N:14])[C:5]2=[O:15].[F:16][C:17]1[CH:24]=[CH:23][CH:22]=[CH:21][C:18]=1[CH2:19]Cl, predict the reaction product. The product is: [F:1][C:2]1[CH:3]=[C:4]2[C:9](=[CH:10][C:11]=1[F:12])[N:8]([CH2:19][C:18]1[CH:21]=[CH:22][CH:23]=[CH:24][C:17]=1[F:16])[CH:7]=[C:6]([C:13]#[N:14])[C:5]2=[O:15]. (5) The product is: [Cl:1][C:2]1[CH:3]=[CH:4][C:5]([N:10]2[CH2:20][CH2:19][C:13]3[N:14]=[CH:15][N:16]=[C:17]([NH:21][C@@H:22]([C:25]4[CH:26]=[N:27][C:28]([C:31]([F:34])([F:32])[F:33])=[CH:29][CH:30]=4)[CH2:23][OH:24])[C:12]=3[CH2:11]2)=[C:6]([CH:9]=1)[C:7]#[N:8]. Given the reactants [Cl:1][C:2]1[CH:3]=[CH:4][C:5]([N:10]2[CH2:20][CH2:19][C:13]3[N:14]=[CH:15][N:16]=[C:17](Cl)[C:12]=3[CH2:11]2)=[C:6]([CH:9]=1)[C:7]#[N:8].[NH2:21][C@@H:22]([C:25]1[CH:26]=[N:27][C:28]([C:31]([F:34])([F:33])[F:32])=[CH:29][CH:30]=1)[CH2:23][OH:24].C(N(CC)C(C)C)(C)C, predict the reaction product. (6) Given the reactants [C:1]([S+:5](/[N:7]=[CH:8]/[C:9]1[CH:14]=[CH:13][C:12]([C:15]#[N:16])=[CH:11][CH:10]=1)[O-:6])([CH3:4])([CH3:3])[CH3:2].[CH3:17][Mg+].[Br-], predict the reaction product. The product is: [C:1]([S+:5]([NH:7][C@@H:8]([C:9]1[CH:10]=[CH:11][C:12]([C:15]#[N:16])=[CH:13][CH:14]=1)[CH3:17])[O-:6])([CH3:4])([CH3:2])[CH3:3].